Dataset: Catalyst prediction with 721,799 reactions and 888 catalyst types from USPTO. Task: Predict which catalyst facilitates the given reaction. Reactant: C(O)(=O)CCCCC(O)=O.NCCNCCN.[CH3:18][CH2:19][N:20]([C:23]([C:25]1[CH:30]=[CH:29][CH:28]=[C:27]([CH3:31])[CH:26]=1)=[O:24])[CH2:21][CH3:22].[CH2:32]1[O:34][CH:33]1[CH2:35][N:36]1[C:43](=[O:44])[N:42]([CH2:45][CH:46]2[O:48][CH2:47]2)[C:40](=[O:41])[N:39]([CH2:49][CH:50]2[O:52][CH2:51]2)[C:37]1=[O:38].S(=O)(=O)(O)O. Product: [CH3:18][CH2:19][N:20]([C:23]([C:25]1[CH:30]=[CH:29][CH:28]=[C:27]([CH3:31])[CH:26]=1)=[O:24])[CH2:21][CH3:22].[CH2:47]1[O:48][CH:46]1[CH2:45][N:42]1[C:43](=[O:44])[N:36]([CH2:35][CH:33]2[O:34][CH2:32]2)[C:37](=[O:38])[N:39]([CH2:49][CH:50]2[O:52][CH2:51]2)[C:40]1=[O:41]. The catalyst class is: 6.